This data is from Full USPTO retrosynthesis dataset with 1.9M reactions from patents (1976-2016). The task is: Predict the reactants needed to synthesize the given product. Given the product [CH3:30][C:27]([CH3:28])([CH3:29])[C:26](=[O:31])[CH2:25][O:24][C:21]1[CH:22]=[CH:23][C:18]([CH:16]([CH:13]([C:11]2[O:12][C:8]3[CH:7]=[CH:6][C:5]([C:3]([OH:4])=[O:2])=[CH:33][C:9]=3[CH:10]=2)[CH2:14][CH3:15])[CH3:17])=[CH:19][C:20]=1[CH3:32], predict the reactants needed to synthesize it. The reactants are: C[O:2][C:3]([C:5]1[CH:6]=[CH:7][C:8]2[O:12][C:11]([CH:13]([CH:16]([C:18]3[CH:23]=[CH:22][C:21]([O:24][CH2:25][C:26](=[O:31])[C:27]([CH3:30])([CH3:29])[CH3:28])=[C:20]([CH3:32])[CH:19]=3)[CH3:17])[CH2:14][CH3:15])=[CH:10][C:9]=2[CH:33]=1)=[O:4].[OH-].[Na+].